Task: Predict the product of the given reaction.. Dataset: Forward reaction prediction with 1.9M reactions from USPTO patents (1976-2016) Given the reactants [CH2:1]([C:8]1[O:9][C:10]([CH3:33])=[C:11]([CH2:13][N:14]([CH2:31][CH3:32])[C:15]2[CH:20]=[CH:19][C:18]([C:21]([OH:30])([C:26]([F:29])([F:28])[F:27])[C:22]([F:25])([F:24])[F:23])=[CH:17][CH:16]=2)[N:12]=1)C1C=CC=CC=1, predict the reaction product. The product is: [CH2:31]([N:14]([CH2:13][C:11]1[N:12]=[C:8]([CH2:1][CH2:21][C:18]2[CH:19]=[CH:20][CH:15]=[CH:16][CH:17]=2)[O:9][C:10]=1[CH3:33])[C:15]1[CH:16]=[CH:17][C:18]([C:21]([OH:30])([C:26]([F:29])([F:27])[F:28])[C:22]([F:23])([F:25])[F:24])=[CH:19][CH:20]=1)[CH3:32].